From a dataset of Reaction yield outcomes from USPTO patents with 853,638 reactions. Predict the reaction yield, written as a fraction of the theoretical maximum amount of product (1.0 means a 100% yield; for example, 0.34 means a 34% yield). (1) The product is [CH3:11][N:12]([CH3:13])[C:7]([C:6]1[CH:5]=[C:4]([CH3:10])[O:3][C:2]=1[CH3:1])=[O:8]. The reactants are [CH3:1][C:2]1[O:3][C:4]([CH3:10])=[CH:5][C:6]=1[C:7](Cl)=[O:8].[CH3:11][NH:12][CH3:13].O1CCOCC1. The catalyst is C1COCC1. The yield is 0.800. (2) The reactants are [F:1][C:2]([F:44])([F:43])[C:3]1[CH:4]=[C:5]([C:13]([CH3:42])([CH3:41])[C:14]([N:16]([C:18]2[C:19]([C:33]3[CH:38]=[CH:37][C:36]([F:39])=[CH:35][C:34]=3[CH3:40])=[CH:20][C:21]([N:24]3[CH2:29][CH2:28][CH:27]([CH2:30][S:31][CH3:32])[CH2:26][CH2:25]3)=[N:22][CH:23]=2)[CH3:17])=[O:15])[CH:6]=[C:7]([C:9]([F:12])([F:11])[F:10])[CH:8]=1.ClC1C=CC=C(C(OO)=[O:53])C=1.S([O-])(O)=O.[Na+]. The catalyst is ClCCl. The product is [F:44][C:2]([F:1])([F:43])[C:3]1[CH:4]=[C:5]([C:13]([CH3:41])([CH3:42])[C:14]([N:16]([C:18]2[C:19]([C:33]3[CH:38]=[CH:37][C:36]([F:39])=[CH:35][C:34]=3[CH3:40])=[CH:20][C:21]([N:24]3[CH2:25][CH2:26][CH:27]([CH2:30][S:31]([CH3:32])=[O:53])[CH2:28][CH2:29]3)=[N:22][CH:23]=2)[CH3:17])=[O:15])[CH:6]=[C:7]([C:9]([F:10])([F:11])[F:12])[CH:8]=1. The yield is 0.890. (3) The reactants are C([O:8][CH2:9][CH2:10][CH2:11][O:12][C:13]1[C:18]2[B:19]([OH:26])[O:20][CH:21]([CH2:22][N+:23]([O-:25])=[O:24])[C:17]=2[CH:16]=[C:15]([Cl:27])[CH:14]=1)C1C=CC=CC=1.Cl.[H][H]. The catalyst is CO.[OH-].[OH-].[Pd+2]. The product is [Cl:27][C:15]1[CH:14]=[C:13]([O:12][CH2:11][CH2:10][CH2:9][OH:8])[C:18]2[B:19]([OH:26])[O:20][CH:21]([CH2:22][N+:23]([O-:25])=[O:24])[C:17]=2[CH:16]=1. The yield is 0.330. (4) The reactants are [N+:1]([C:4]1[CH:9]=[CH:8][CH:7]=[CH:6][CH:5]=1)([O-:3])=[O:2].[Al+3].[Cl-].[Cl-].[Cl-].[O:14]1[C:18]([C:19](Cl)=[O:20])=[CH:17][CH:16]=[N:15]1.[C:22]([O:25][CH2:26][CH3:27])(=O)C. No catalyst specified. The product is [OH:14][C:18]1[C:17]([C:19]([C:18]2[O:14][N:15]=[CH:16][CH:17]=2)=[O:20])=[CH:16][CH:27]=[C:26]([O:25][CH3:22])[C:19]=1[C:6]1[CH:7]=[CH:8][CH:9]=[C:4]([N+:1]([O-:3])=[O:2])[CH:5]=1. The yield is 0.320. (5) The reactants are [C:1]([O:5][C:6]([CH:8]([CH2:16][C:17]([O:19][CH2:20][CH3:21])=[O:18])[C:9]([O:11][C:12]([CH3:15])([CH3:14])[CH3:13])=[O:10])=[O:7])([CH3:4])([CH3:3])[CH3:2].I[CH2:23][CH2:24][CH2:25][CH2:26][CH2:27][CH3:28].[H-].[Na+]. No catalyst specified. The product is [C:1]([O:5][C:6]([C:8]([CH2:23][CH2:24][CH2:25][CH2:26][CH2:27][CH3:28])([CH2:16][C:17]([O:19][CH2:20][CH3:21])=[O:18])[C:9]([O:11][C:12]([CH3:13])([CH3:14])[CH3:15])=[O:10])=[O:7])([CH3:4])([CH3:2])[CH3:3]. The yield is 0.950. (6) The reactants are [Cl:1][C:2]1[CH:3]=[C:4]([C:9]2[N:13]([C:14]3[CH:19]=[CH:18][C:17]([O:20][CH3:21])=[CH:16][CH:15]=3)[N:12]=[C:11]([CH:22]=[C:23]([C:27]3[CH:28]=[C:29]([CH3:33])[CH:30]=[CH:31][CH:32]=3)[C:24]([OH:26])=[O:25])[CH:10]=2)[CH:5]=[CH:6][C:7]=1[Cl:8].C(OC(=O)C(C1C=C(C)C=CC=1)=CC1C=C(C2C=CC(Cl)=C(Cl)C=2)N(C2C=CC(OC)=CC=2)N=1)C.[Li+].[OH-]. No catalyst specified. The product is [Cl:1][C:2]1[CH:3]=[C:4]([C:9]2[N:13]([C:14]3[CH:15]=[CH:16][C:17]([O:20][CH3:21])=[CH:18][CH:19]=3)[N:12]=[C:11](/[CH:22]=[C:23](\[C:27]3[CH:28]=[C:29]([CH3:33])[CH:30]=[CH:31][CH:32]=3)/[C:24]([OH:26])=[O:25])[CH:10]=2)[CH:5]=[CH:6][C:7]=1[Cl:8]. The yield is 0.723. (7) The reactants are [C:1]([C:5]1[CH:10]=[CH:9][C:8]([C:11]2[C:19]3[C:14](=[CH:15][CH:16]=[CH:17][CH:18]=3)[NH:13][C:12]=2[C:20]([O:22][CH2:23][C:24]2[CH:29]=[CH:28][CH:27]=[CH:26][CH:25]=2)=[O:21])=[CH:7][CH:6]=1)([CH3:4])([CH3:3])[CH3:2].[Br:30][C:31]1[CH:36]=[CH:35][C:34]([CH3:37])=[C:33]([CH2:38]Cl)[CH:32]=1.C([O-])([O-])=O.[K+].[K+].CCOC(C)=O. The catalyst is CN(C=O)C. The product is [Br:30][C:31]1[CH:36]=[CH:35][C:34]([CH3:37])=[C:33]([CH:32]=1)[CH2:38][N:13]1[C:14]2[C:19](=[CH:18][CH:17]=[CH:16][CH:15]=2)[C:11]([C:8]2[CH:7]=[CH:6][C:5]([C:1]([CH3:4])([CH3:2])[CH3:3])=[CH:10][CH:9]=2)=[C:12]1[C:20]([O:22][CH2:23][C:24]1[CH:29]=[CH:28][CH:27]=[CH:26][CH:25]=1)=[O:21]. The yield is 0.680. (8) The product is [C:11]([N:6]1[C:5]2[CH:14]=[CH:15][C:2]([NH:1][C:17]3[N:22]=[C:21]([NH:23][C:24]4[C:35]([F:36])=[CH:34][CH:33]=[CH:32][C:25]=4[C:26]([NH:28][CH2:29][C:30]#[CH:31])=[O:27])[C:20]([Cl:37])=[CH:19][N:18]=3)=[CH:3][C:4]=2[O:10][CH2:9][CH2:8][CH2:7]1)(=[O:13])[CH3:12]. The yield is 0.600. The reactants are [NH2:1][C:2]1[CH:15]=[CH:14][C:5]2[N:6]([C:11](=[O:13])[CH3:12])[CH2:7][CH2:8][CH2:9][O:10][C:4]=2[CH:3]=1.Cl[C:17]1[N:22]=[C:21]([NH:23][C:24]2[C:35]([F:36])=[CH:34][CH:33]=[CH:32][C:25]=2[C:26]([NH:28][CH2:29][C:30]#[CH:31])=[O:27])[C:20]([Cl:37])=[CH:19][N:18]=1.C12(CS(O)(=O)=O)C(C)(C)C(CC1)CC2=O.C(=O)([O-])[O-]. The catalyst is C(O)(C)C. (9) The reactants are [F:1][C:2]1[CH:3]=[C:4]2[C:8](=[CH:9][CH:10]=1)[NH:7][CH:6]=[CH:5]2.FC(F)(F)[C:13]([O:15][C:16](=O)C(F)(F)F)=[O:14].O. The catalyst is CN(C=O)C. The product is [CH3:16][O:15][C:13]([C:5]1[C:4]2[C:8](=[CH:9][CH:10]=[C:2]([F:1])[CH:3]=2)[NH:7][CH:6]=1)=[O:14]. The yield is 0.830.